Task: Predict the reactants needed to synthesize the given product.. Dataset: Full USPTO retrosynthesis dataset with 1.9M reactions from patents (1976-2016) (1) The reactants are: [C:1]([O:5][C:6](=[O:27])[NH:7][C:8]1[CH:13]=[CH:12][CH:11]=[CH:10][C:9]=1[NH:14][C:15]([C:17]1[S:21][C:20]2[CH:22]=[CH:23][C:24]([OH:26])=[CH:25][C:19]=2[CH:18]=1)=[O:16])([CH3:4])([CH3:3])[CH3:2].C(=O)([O-])[O-].[K+].[K+].Br[CH2:35][CH2:36][O:37][CH2:38][CH2:39][O:40][CH3:41]. Given the product [C:1]([O:5][C:6](=[O:27])[NH:7][C:8]1[CH:13]=[CH:12][CH:11]=[CH:10][C:9]=1[NH:14][C:15]([C:17]1[S:21][C:20]2[CH:22]=[CH:23][C:24]([O:26][CH2:35][CH2:36][O:37][CH2:38][CH2:39][O:40][CH3:41])=[CH:25][C:19]=2[CH:18]=1)=[O:16])([CH3:4])([CH3:2])[CH3:3], predict the reactants needed to synthesize it. (2) Given the product [F:1][C:2]1[CH:3]=[C:4]([CH:5]=[C:6]([F:9])[C:7]=1[F:8])[CH:15]=[O:16], predict the reactants needed to synthesize it. The reactants are: [F:1][C:2]1[CH:3]=[C:4](Br)[CH:5]=[C:6]([F:9])[C:7]=1[F:8].[Mg].CN([CH:15]=[O:16])C.Cl. (3) Given the product [C:13]([OH:15])(=[O:14])[C:12]1[CH:17]=[CH:18][CH:19]=[CH:10][CH:11]=1, predict the reactants needed to synthesize it. The reactants are: ClC1C=C(C(OCCNC(OC)=O)[C:10]2[CH:11]=[C:12]([CH:17]=[CH:18][CH:19]=2)[C:13]([O:15]C)=[O:14])C=C(F)C=1.O[Li].O. (4) Given the product [C:1]([O:5][C:6](=[O:35])[CH2:7][O:8][C:9]1[C:14]2[CH2:15][CH2:16][CH2:17][CH2:18][CH:19]([N:20]([S:21]([C:24]3[CH:29]=[C:28]([C:30]([F:31])([F:32])[F:33])[CH:27]=[C:26]([Br:34])[CH:25]=3)(=[O:23])=[O:22])[CH3:38])[C:13]=2[CH:12]=[CH:11][CH:10]=1)([CH3:4])([CH3:2])[CH3:3], predict the reactants needed to synthesize it. The reactants are: [C:1]([O:5][C:6](=[O:35])[CH2:7][O:8][C:9]1[C:14]2[CH2:15][CH2:16][CH2:17][CH2:18][CH:19]([NH:20][S:21]([C:24]3[CH:29]=[C:28]([C:30]([F:33])([F:32])[F:31])[CH:27]=[C:26]([Br:34])[CH:25]=3)(=[O:23])=[O:22])[C:13]=2[CH:12]=[CH:11][CH:10]=1)([CH3:4])([CH3:3])[CH3:2].CI.[C:38]([O-])([O-])=O.[K+].[K+]. (5) Given the product [CH2:27]([O:26][C:24]([N:10]1[CH:9]([C:11]([OH:13])=[O:12])[CH2:8][S:7][C@@H:6]1[C:5]1[O:1][CH:2]=[N:3][CH:4]=1)=[O:25])[C:28]1[CH:33]=[CH:32][CH:31]=[CH:30][CH:29]=1, predict the reactants needed to synthesize it. The reactants are: [O:1]1[C:5]([C@@H:6]2[NH:10][CH:9]([C:11]([OH:13])=[O:12])[CH2:8][S:7]2)=[CH:4][N:3]=[CH:2]1.CCN(C(C)C)C(C)C.Cl[C:24]([O:26][CH2:27][C:28]1[CH:33]=[CH:32][CH:31]=[CH:30][CH:29]=1)=[O:25]. (6) Given the product [OH:19][CH2:20][CH:21]1[CH2:25][N:24]([C:2]2[CH:3]=[N:4][N:5]3[CH2:10][C@H:9]([CH3:11])[N:8]([C:12]([O:14][C:15]([CH3:18])([CH3:17])[CH3:16])=[O:13])[CH2:7][C:6]=23)[C:23](=[O:26])[CH2:22]1, predict the reactants needed to synthesize it. The reactants are: I[C:2]1[CH:3]=[N:4][N:5]2[CH2:10][C@H:9]([CH3:11])[N:8]([C:12]([O:14][C:15]([CH3:18])([CH3:17])[CH3:16])=[O:13])[CH2:7][C:6]=12.[OH:19][CH2:20][CH:21]1[CH2:25][NH:24][C:23](=[O:26])[CH2:22]1.P([O-])([O-])([O-])=O.[K+].[K+].[K+].CN[C@@H]1CCCC[C@H]1NC. (7) Given the product [Cl:1][C:2]1[N:3]=[CH:4][C:5]([NH:14][C:13]2[CH:15]=[CH:16][CH:17]=[CH:18][C:12]=2[N+:9]([O-:11])=[O:10])=[CH:6][CH:7]=1, predict the reactants needed to synthesize it. The reactants are: [Cl:1][C:2]1[CH:7]=[CH:6][C:5](I)=[CH:4][N:3]=1.[N+:9]([C:12]1[CH:18]=[CH:17][CH:16]=[CH:15][C:13]=1[NH2:14])([O-:11])=[O:10].C(=O)([O-])[O-].[Cs+].[Cs+].C(N(CC)CC)C.C1C=CC(P(C2C(C3C(P(C4C=CC=CC=4)C4C=CC=CC=4)=CC=C4C=3C=CC=C4)=C3C(C=CC=C3)=CC=2)C2C=CC=CC=2)=CC=1.